The task is: Predict the product of the given reaction.. This data is from Forward reaction prediction with 1.9M reactions from USPTO patents (1976-2016). (1) Given the reactants [NH2:1][C:2]1[CH:3]=[C:4]([C:8]2[CH:9]=[C:10]3[C:14](=[CH:15][CH:16]=2)[N:13]([CH3:17])[C:12](=[O:18])[CH2:11]3)[CH:5]=[N:6][CH:7]=1.C(N(C(C)C)CC)(C)C.[CH3:28][S:29](Cl)(=[O:31])=[O:30].[OH-].[Na+].Cl, predict the reaction product. The product is: [CH3:17][N:13]1[C:14]2[C:10](=[CH:9][C:8]([C:4]3[CH:3]=[C:2]([NH:1][S:29]([CH3:28])(=[O:31])=[O:30])[CH:7]=[N:6][CH:5]=3)=[CH:16][CH:15]=2)[CH2:11][C:12]1=[O:18]. (2) Given the reactants C(OC([N:8]1[CH2:58][CH2:57][CH2:56][C@H:9]1[C:10]([NH:12][C@H:13]([C:15]([O:17][CH2:18][CH2:19][O:20][C:21]1[CH:26]=[CH:25][C:24]([C:27]2[C:32]([C:33]#[N:34])=[C:31]([N:35]3[CH2:39][CH2:38][CH2:37][CH2:36]3)[N:30]=[C:29]([S:40][CH2:41][C:42]3[N:43]=[C:44]([C:47]4[CH:52]=[CH:51][C:50]([Cl:53])=[CH:49][CH:48]=4)[S:45][CH:46]=3)[C:28]=2[C:54]#[N:55])=[CH:23][CH:22]=1)=[O:16])[CH3:14])=[O:11])=O)(C)(C)C.Cl, predict the reaction product. The product is: [ClH:53].[NH:8]1[CH2:58][CH2:57][CH2:56][C@H:9]1[C:10]([NH:12][C@H:13]([C:15]([O:17][CH2:18][CH2:19][O:20][C:21]1[CH:22]=[CH:23][C:24]([C:27]2[C:32]([C:33]#[N:34])=[C:31]([N:35]3[CH2:36][CH2:37][CH2:38][CH2:39]3)[N:30]=[C:29]([S:40][CH2:41][C:42]3[N:43]=[C:44]([C:47]4[CH:52]=[CH:51][C:50]([Cl:53])=[CH:49][CH:48]=4)[S:45][CH:46]=3)[C:28]=2[C:54]#[N:55])=[CH:25][CH:26]=1)=[O:16])[CH3:14])=[O:11]. (3) Given the reactants OS(C(F)(F)F)(=O)=O.[NH2:9][CH2:10][CH2:11][CH:12]1[CH2:17][CH2:16][N:15]([C:18]2[C:19]3[S:26][C:25]([C:27]([NH2:29])=[O:28])=[C:24]([CH3:30])[C:20]=3[N:21]=[CH:22][N:23]=2)[CH2:14][CH2:13]1.C([O-])([O-])=O.[Na+].[Na+].[C:37](Cl)(=[O:42])[C:38]([CH3:41])([CH3:40])[CH3:39], predict the reaction product. The product is: [CH3:30][C:24]1[C:20]2[N:21]=[CH:22][N:23]=[C:18]([N:15]3[CH2:16][CH2:17][CH:12]([CH2:11][CH2:10][NH:9][C:37](=[O:42])[C:38]([CH3:41])([CH3:40])[CH3:39])[CH2:13][CH2:14]3)[C:19]=2[S:26][C:25]=1[C:27]([NH2:29])=[O:28]. (4) Given the reactants [NH2:1][C:2]1[CH:3]=[C:4]([OH:11])[C:5](=[CH:9][CH:10]=1)[C:6]([OH:8])=[O:7].C(=O)([O-])[O-].[Cs+].[Cs+].[CH2:18]([CH2:36]S([O-])(=O)=O)[CH2:19][CH2:20][CH2:21][CH2:22][CH2:23][CH2:24][CH2:25]/[CH:26]=[CH:27]/[CH2:28][CH2:29][CH2:30][CH2:31][CH2:32][CH2:33][CH2:34]C, predict the reaction product. The product is: [CH2:36]([O:7][C:6](=[O:8])[C:5]1[C:4](=[CH:3][C:2]([NH2:1])=[CH:10][CH:9]=1)[OH:11])[CH2:18][CH2:19][CH2:20][CH2:21][CH2:22][CH2:23][CH2:24]/[CH:25]=[CH:26]/[CH2:27][CH2:28][CH2:29][CH2:30][CH2:31][CH2:32][CH2:33][CH3:34]. (5) Given the reactants [CH3:1][C:2]1[N:6]([CH3:7])[C:5]2[CH:8]=[C:9]([C:22]([OH:24])=O)[C:10]3[CH2:11][CH2:12][CH:13]([C:16]4[CH:21]=[CH:20][CH:19]=[CH:18][CH:17]=4)[O:14][C:15]=3[C:4]=2[N:3]=1.F[B-](F)(F)F.N1(OC(N(C)C)=[N+](C)C)C2C=CC=CC=2N=N1.C(N(CC)CC)C.[NH:54]1[CH2:58][CH2:57][CH:56]([OH:59])[CH2:55]1, predict the reaction product. The product is: [CH3:1][C:2]1[N:6]([CH3:7])[C:5]2[CH:8]=[C:9]([C:22]([N:54]3[CH2:58][CH2:57][CH:56]([OH:59])[CH2:55]3)=[O:24])[C:10]3[CH2:11][CH2:12][CH:13]([C:16]4[CH:21]=[CH:20][CH:19]=[CH:18][CH:17]=4)[O:14][C:15]=3[C:4]=2[N:3]=1. (6) The product is: [C:20]([O:24][C:25](=[O:26])[NH:27][CH:28]([NH:1][CH2:2][C:3]1[CH:8]=[CH:7][C:6]([CH2:9][CH2:10][C:11]2[N:12]=[C:13]([NH:16][C:17](=[O:19])[CH3:18])[S:14][CH:15]=2)=[CH:5][CH:4]=1)[NH:29][C:30](=[O:31])[O:32][C:33]([CH3:36])([CH3:35])[CH3:34])([CH3:23])([CH3:21])[CH3:22]. Given the reactants [NH2:1][CH2:2][C:3]1[CH:8]=[CH:7][C:6]([CH2:9][CH2:10][C:11]2[N:12]=[C:13]([NH:16][C:17](=[O:19])[CH3:18])[S:14][CH:15]=2)=[CH:5][CH:4]=1.[C:20]([O:24][C:25]([NH:27][C:28](N1C=CC=N1)=[N:29][C:30]([O:32][C:33]([CH3:36])([CH3:35])[CH3:34])=[O:31])=[O:26])([CH3:23])([CH3:22])[CH3:21], predict the reaction product. (7) Given the reactants [OH:1][C:2]([C:31]([F:34])([F:33])[F:32])([CH2:15][C:16]([CH3:30])([C:18]1[CH:23]=[CH:22][CH:21]=[C:20]([C:24]2([CH3:29])OCC[O:25]2)[CH:19]=1)[CH3:17])[CH2:3][N:4]1[C:13]2[C:8](=[CH:9][CH:10]=[CH:11][CH:12]=2)[C:7](=[O:14])[CH:6]=[CH:5]1.C(O)C.C1(C)C=CC(S(O)(=O)=O)=CC=1.[NH+]1C=CC=CC=1, predict the reaction product. The product is: [C:24]([C:20]1[CH:19]=[C:18]([C:16]([CH3:30])([CH3:17])[CH2:15][C:2]([OH:1])([C:31]([F:32])([F:33])[F:34])[CH2:3][N:4]2[C:13]3[C:8](=[CH:9][CH:10]=[CH:11][CH:12]=3)[C:7](=[O:14])[CH:6]=[CH:5]2)[CH:23]=[CH:22][CH:21]=1)(=[O:25])[CH3:29]. (8) Given the reactants [OH:1][C:2]1[CH:16]=[CH:15][C:5]([C:6]([C:8]2[CH:13]=[CH:12][C:11]([OH:14])=[CH:10][CH:9]=2)=[O:7])=[CH:4][CH:3]=1.C([O-])([O-])=O.[Cs+].[Cs+].[Na+].[I-].Cl[CH2:26][CH2:27][OH:28], predict the reaction product. The product is: [OH:28][CH2:27][CH2:26][O:1][C:2]1[CH:16]=[CH:15][C:5]([C:6]([C:8]2[CH:13]=[CH:12][C:11]([OH:14])=[CH:10][CH:9]=2)=[O:7])=[CH:4][CH:3]=1.